From a dataset of Peptide-MHC class I binding affinity with 185,985 pairs from IEDB/IMGT. Regression. Given a peptide amino acid sequence and an MHC pseudo amino acid sequence, predict their binding affinity value. This is MHC class I binding data. The peptide sequence is AVFIHNFKRK. The MHC is HLA-B40:02 with pseudo-sequence HLA-B40:02. The binding affinity (normalized) is 0.